Dataset: Forward reaction prediction with 1.9M reactions from USPTO patents (1976-2016). Task: Predict the product of the given reaction. (1) Given the reactants O[CH2:2][C:3]1[CH:4]=[C:5]([CH:14]=[C:15]([O:17][CH2:18][CH:19]([CH3:21])[CH3:20])[CH:16]=1)[C:6]([NH:8][C:9]1[S:10][CH:11]=[CH:12][N:13]=1)=[O:7].P(OBr)(OBr)(O[Br:25])=O, predict the reaction product. The product is: [Br:25][CH2:2][C:3]1[CH:4]=[C:5]([CH:14]=[C:15]([O:17][CH2:18][CH:19]([CH3:21])[CH3:20])[CH:16]=1)[C:6]([NH:8][C:9]1[S:10][CH:11]=[CH:12][N:13]=1)=[O:7]. (2) Given the reactants [CH2:1]([N:5]1[C:13]2[N:12]=[C:11]([Cl:14])[NH:10][C:9]=2[C:8](=[O:15])[N:7]([CH2:16]C2C=CC=CC=2)[C:6]1=[O:23])[CH2:2][CH2:3][CH3:4].BrC[CH2:26][C:27]1[CH:32]=[CH:31][CH:30]=[CH:29][CH:28]=1, predict the reaction product. The product is: [CH2:1]([N:5]1[C:13]2[N:12]=[C:11]([Cl:14])[NH:10][C:9]=2[C:8](=[O:15])[N:7]([CH2:16][CH2:26][C:27]2[CH:32]=[CH:31][CH:30]=[CH:29][CH:28]=2)[C:6]1=[O:23])[CH2:2][CH2:3][CH3:4].